This data is from Reaction yield outcomes from USPTO patents with 853,638 reactions. The task is: Predict the reaction yield, written as a fraction of the theoretical maximum amount of product (1.0 means a 100% yield; for example, 0.34 means a 34% yield). The reactants are C(OC([N:8]1[CH2:13][CH2:12][N:11]([C:14]2[CH:19]=[CH:18][CH:17]=[CH:16][CH:15]=2)[CH2:10][CH:9]1[CH3:20])=O)(C)(C)C.[ClH:21].O1CCOCC1. The catalyst is O1CCOCC1. The product is [ClH:21].[CH3:20][CH:9]1[NH:8][CH2:13][CH2:12][N:11]([C:14]2[CH:15]=[CH:16][CH:17]=[CH:18][CH:19]=2)[CH2:10]1. The yield is 0.940.